Dataset: Catalyst prediction with 721,799 reactions and 888 catalyst types from USPTO. Task: Predict which catalyst facilitates the given reaction. (1) Reactant: [NH2:1][C:2]1[CH:7]=[CH:6][C:5]([F:8])=[CH:4][C:3]=1[NH:9][C:10]1[C:18]2[O:17][CH2:16][C@@H:15]([N:19]([C:34](=[O:39])[C:35]([F:38])([F:37])[F:36])[C:20]3[CH:33]=[CH:32][C:23]4[C@H:24]([CH2:27][C:28]([O:30][CH3:31])=[O:29])[CH2:25][O:26][C:22]=4[CH:21]=3)[C:14]=2[CH:13]=[CH:12][CH:11]=1.[CH3:40][C:41]1[O:45][N:44]=[C:43]([C:46](Cl)=O)[CH:42]=1.C(=O)([O-])O.[Na+]. The catalyst class is: 80. Product: [F:8][C:5]1[CH:6]=[CH:7][C:2]2[N:1]=[C:46]([C:43]3[CH:42]=[C:41]([CH3:40])[O:45][N:44]=3)[N:9]([C:10]3[C:18]4[O:17][CH2:16][C@@H:15]([N:19]([C:34](=[O:39])[C:35]([F:37])([F:38])[F:36])[C:20]5[CH:33]=[CH:32][C:23]6[C@H:24]([CH2:27][C:28]([O:30][CH3:31])=[O:29])[CH2:25][O:26][C:22]=6[CH:21]=5)[C:14]=4[CH:13]=[CH:12][CH:11]=3)[C:3]=2[CH:4]=1. (2) Reactant: Br[C:2]1[CH:7]=[CH:6][C:5]([Br:8])=[CH:4][N:3]=1.Cl.[NH:10]1[CH2:14][CH2:13][CH:12]([OH:15])[CH2:11]1.C(N(C(C)C)CC)(C)C. Product: [Br:8][C:5]1[CH:6]=[CH:7][C:2]([N:10]2[CH2:14][CH2:13][CH:12]([OH:15])[CH2:11]2)=[N:3][CH:4]=1. The catalyst class is: 2. (3) Reactant: [CH2:1]([C@H:8]([NH:33][C:34](=[O:40])[O:35][C:36]([CH3:39])([CH3:38])[CH3:37])[C@@H:9]([OH:32])[CH2:10][N:11](CC1C=CC=CC=1)[NH:12][C:13](=[O:24])[C@@H:14]([NH:19][C:20]([O:22][CH3:23])=[O:21])[C:15]([CH3:18])([CH3:17])[CH3:16])[C:2]1[CH:7]=[CH:6][CH:5]=[CH:4][CH:3]=1.Cl.[H][H]. Product: [CH2:1]([C@H:8]([NH:33][C:34](=[O:40])[O:35][C:36]([CH3:39])([CH3:38])[CH3:37])[C@@H:9]([OH:32])[CH2:10][NH:11][NH:12][C:13](=[O:24])[C@@H:14]([NH:19][C:20]([O:22][CH3:23])=[O:21])[C:15]([CH3:18])([CH3:17])[CH3:16])[C:2]1[CH:3]=[CH:4][CH:5]=[CH:6][CH:7]=1. The catalyst class is: 105. (4) Reactant: [Br:1][C:2]1[CH:3]=[N:4][CH:5]=[C:6]([O:8][CH2:9][CH2:10][CH2:11]Cl)[CH:7]=1.[CH3:13][NH2:14]. Product: [Br:1][C:2]1[CH:7]=[C:6]([O:8][CH2:9][CH2:10][CH2:11][NH:14][CH3:13])[CH:5]=[N:4][CH:3]=1. The catalyst class is: 5. (5) Reactant: Cl.[CH3:2][C:3]1[N:8]=[N:7][C:6]([N:9]2[CH:17]=[C:12]3[CH2:13][NH:14][CH2:15][CH2:16][C:11]3=[N:10]2)=[CH:5][CH:4]=1.Cl[CH2:19][C:20]([N:22]1[CH2:27][CH2:26][N:25]([CH:28]2[CH2:31][CH2:30][CH2:29]2)[CH2:24][CH2:23]1)=[O:21].C([O-])([O-])=O.[K+].[K+]. Product: [CH:28]1([N:25]2[CH2:26][CH2:27][N:22]([C:20](=[O:21])[CH2:19][N:14]3[CH2:15][CH2:16][C:11]4=[N:10][N:9]([C:6]5[N:7]=[N:8][C:3]([CH3:2])=[CH:4][CH:5]=5)[CH:17]=[C:12]4[CH2:13]3)[CH2:23][CH2:24]2)[CH2:31][CH2:30][CH2:29]1. The catalyst class is: 23. (6) Reactant: [Li]CCCC.Br[C-:7]1[CH:11]=[CH:10][CH:9]=[CH:8]1.[C-:12]1([Br:17])[CH:16]=[CH:15][CH:14]=[CH:13]1.[Fe+2:18].[Cl-].[CH:20]1([PH:26][CH:27]2[CH2:32][CH2:31][CH2:30][CH2:29][CH2:28]2)[CH2:25][CH2:24][CH2:23][CH2:22][CH2:21]1.O. Product: [CH:27]1([P:26]([CH:20]2[CH2:21][CH2:22][CH2:23][CH2:24][CH2:25]2)[C-:7]2[CH:11]=[CH:10][CH:9]=[CH:8]2)[CH2:28][CH2:29][CH2:30][CH2:31][CH2:32]1.[Br:17][C-:12]1[CH:16]=[CH:15][CH:14]=[CH:13]1.[Fe+2:18]. The catalyst class is: 134. (7) Reactant: [C:1]([O:5][C:6]([N:8]1[CH2:16][C:15]2[C:10](=[CH:11][CH:12]=[CH:13][C:14]=2[NH:17][CH2:18][C:19](=[O:33])[N:20]([CH2:26][C:27]2[CH:32]=[CH:31][CH:30]=[CH:29][CH:28]=2)[CH2:21][CH2:22][N:23]([CH3:25])[CH3:24])[CH2:9]1)=[O:7])([CH3:4])([CH3:3])[CH3:2].[C:34](O[C:34]([C:36]([F:39])([F:38])[F:37])=[O:35])([C:36]([F:39])([F:38])[F:37])=[O:35]. Product: [C:1]([O:5][C:6]([N:8]1[CH2:16][C:15]2[C:10](=[CH:11][CH:12]=[CH:13][C:14]=2[N:17]([CH2:18][C:19](=[O:33])[N:20]([CH2:26][C:27]2[CH:28]=[CH:29][CH:30]=[CH:31][CH:32]=2)[CH2:21][CH2:22][N:23]([CH3:25])[CH3:24])[C:34](=[O:35])[C:36]([F:39])([F:38])[F:37])[CH2:9]1)=[O:7])([CH3:4])([CH3:2])[CH3:3]. The catalyst class is: 2.